From a dataset of Reaction yield outcomes from USPTO patents with 853,638 reactions. Predict the reaction yield, written as a fraction of the theoretical maximum amount of product (1.0 means a 100% yield; for example, 0.34 means a 34% yield). The reactants are [Br:1][C:2]1[CH:7]=[C:6]([F:8])[CH:5]=[CH:4][C:3]=1[C@H:9]1[C:14]([C:15]([O:17][CH2:18][CH3:19])=[O:16])=[C:13]([CH2:20]Br)[NH:12][C:11]([C:22]2[S:23][CH:24]=[CH:25][N:26]=2)=[N:10]1.[NH:27]1[CH2:32][CH2:31][O:30][CH2:29][C@H:28]1[C:33]([OH:35])=[O:34].C(=O)([O-])[O-].[K+].[K+]. The catalyst is C(O)C. The product is [Br:1][C:2]1[CH:7]=[C:6]([F:8])[CH:5]=[CH:4][C:3]=1[C@@H:9]1[N:10]=[C:11]([C:22]2[S:23][CH:24]=[CH:25][N:26]=2)[NH:12][C:13]([CH2:20][N:27]2[CH2:32][CH2:31][O:30][CH2:29][C@H:28]2[C:33]([OH:35])=[O:34])=[C:14]1[C:15]([O:17][CH2:18][CH3:19])=[O:16]. The yield is 0.800.